Task: Predict the reactants needed to synthesize the given product.. Dataset: Full USPTO retrosynthesis dataset with 1.9M reactions from patents (1976-2016) (1) The reactants are: COC(N[C@@H](C(C)C)C(N1CC(=O)C[C@H]1C(OCC1C=CC=CC=1)=O)=O)=O.[CH3:28][O:29][C:30]([NH:32][C@@H:33]([CH:37]1[CH2:42][CH2:41][O:40][CH2:39][CH2:38]1)[C:34]([OH:36])=O)=[O:31].[F:43][C:44]1([F:99])[C:56]2[CH:55]=[C:54]([C:57]3[CH:58]=[CH:59][C:60]4[N:64]=[C:63]([C@@H:65]5[CH2:73][C:68]6([O:72][CH2:71][CH2:70][O:69]6)[CH2:67][N:66]5[C:74](=[O:87])[C@H:75]([NH:82][C:83](=[O:86])[O:84][CH3:85])[C:76]5[CH:81]=[CH:80][CH:79]=[CH:78][CH:77]=5)[NH:62][C:61]=4[CH:88]=3)[CH:53]=[CH:52][C:51]=2[C:50]2[C:45]1=[CH:46][C:47]([C:89]1[NH:93][C:92]([C@@H:94]3[CH2:98][CH2:97][CH2:96][NH:95]3)=[N:91][CH:90]=1)=[CH:48][CH:49]=2.Cl.O=C1CN[C@H](C(OCC2C=CC=CC=2)=O)C1.COC(N[C@@H](C(C)C)C(O)=O)=O. Given the product [CH3:85][O:84][C:83](=[O:86])[NH:82][C@H:75]([C:76]1[CH:77]=[CH:78][CH:79]=[CH:80][CH:81]=1)[C:74]([N:66]1[C@H:65]([C:63]2[NH:62][C:61]3[CH:88]=[C:57]([C:54]4[CH:53]=[CH:52][C:51]5[C:50]6[C:45](=[CH:46][C:47]([C:89]7[NH:93][C:92]([C@@H:94]8[CH2:98][CH2:97][CH2:96][N:95]8[C:34](=[O:36])[C@@H:33]([NH:32][C:30]([O:29][CH3:28])=[O:31])[CH:37]8[CH2:42][CH2:41][O:40][CH2:39][CH2:38]8)=[N:91][CH:90]=7)=[CH:48][CH:49]=6)[C:44]([F:43])([F:99])[C:56]=5[CH:55]=4)[CH:58]=[CH:59][C:60]=3[N:64]=2)[CH2:73][C:68]2([O:69][CH2:70][CH2:71][O:72]2)[CH2:67]1)=[O:87], predict the reactants needed to synthesize it. (2) Given the product [CH3:28][O:27][C:24]1[CH:23]=[CH:22][C:21]([C:8]2[C:7]([C:5]3[CH:4]=[CH:3][N:35]=[C:36]([NH2:38])[N:37]=3)=[C:11]3[CH:12]=[CH:13][CH:14]=[C:15]([N:16]4[CH2:20][CH2:19][CH2:18][CH2:17]4)[N:10]3[N:9]=2)=[CH:26][CH:25]=1, predict the reactants needed to synthesize it. The reactants are: CN(C)/[CH:3]=[CH:4]/[C:5]([C:7]1[C:8]([C:21]2[CH:26]=[CH:25][C:24]([O:27][CH3:28])=[CH:23][CH:22]=2)=[N:9][N:10]2[C:15]([N:16]3[CH2:20][CH2:19][CH2:18][CH2:17]3)=[CH:14][CH:13]=[CH:12][C:11]=12)=O.S(O)(O)(=O)=O.[NH2:35][C:36]([NH2:38])=[NH:37].C(=O)([O-])[O-].[K+].[K+].C(OCC)(=O)C. (3) Given the product [CH3:1][C:2]1[CH:22]=[C:21]([C:23]2[C:27]([CH3:28])=[C:26]([C:29]([O:31][CH2:32][CH3:33])=[O:30])[N:25]([CH3:38])[N:24]=2)[CH:20]=[CH:19][C:3]=1[O:4][CH2:5][C:6]1[CH:11]=[CH:10][CH:9]=[CH:8][C:7]=1[N:12]1[C:16](=[O:17])[N:15]([CH3:18])[N:14]=[N:13]1, predict the reactants needed to synthesize it. The reactants are: [CH3:1][C:2]1[CH:22]=[C:21]([C:23]2[C:27]([CH3:28])=[C:26]([C:29]([O:31][CH2:32][CH3:33])=[O:30])[NH:25][N:24]=2)[CH:20]=[CH:19][C:3]=1[O:4][CH2:5][C:6]1[CH:11]=[CH:10][CH:9]=[CH:8][C:7]=1[N:12]1[C:16](=[O:17])[N:15]([CH3:18])[N:14]=[N:13]1.S(OC)(O[CH3:38])(=O)=O.C1(C)C=CC=CC=1. (4) Given the product [CH2:13]([O:12][C:4]1[CH:5]=[CH:6][C:7]([N+:9]([O-:11])=[O:10])=[CH:8][C:3]=1[CH2:2][OH:1])[C:14]1[CH:19]=[CH:18][CH:17]=[CH:16][CH:15]=1, predict the reactants needed to synthesize it. The reactants are: [OH:1][CH2:2][C:3]1[CH:8]=[C:7]([N+:9]([O-:11])=[O:10])[CH:6]=[CH:5][C:4]=1[OH:12].[CH2:13](Br)[C:14]1[CH:19]=[CH:18][CH:17]=[CH:16][CH:15]=1.COC(O)C1C=C([N+]([O-])=O)C=CC=1OC. (5) Given the product [Br:19][C:14]1[N:13]=[C:12]([C@@:2]([NH:1][C:29]([NH:28][C:20](=[O:27])[C:21]2[CH:22]=[CH:23][CH:24]=[CH:25][CH:26]=2)=[S:30])([C@@H:3]([F:10])[C@H:4]([OH:9])[C:5]([F:6])([F:8])[F:7])[CH3:11])[C:17]([F:18])=[CH:16][CH:15]=1, predict the reactants needed to synthesize it. The reactants are: [NH2:1][C@@:2]([C:12]1[C:17]([F:18])=[CH:16][CH:15]=[C:14]([Br:19])[N:13]=1)([CH3:11])[C@@H:3]([F:10])[C@H:4]([OH:9])[C:5]([F:8])([F:7])[F:6].[C:20]([N:28]=[C:29]=[S:30])(=[O:27])[C:21]1[CH:26]=[CH:25][CH:24]=[CH:23][CH:22]=1. (6) Given the product [Cl:17][C:4]1[N:3]=[C:2]([NH:39][CH2:38][C:36]2[O:35][N:34]=[C:33]([C:27]3[CH:28]=[CH:29][CH:30]=[CH:31][CH:32]=3)[CH:37]=2)[N:7]=[C:6]([NH:8][C:9]2[CH:13]=[C:12]([CH:14]3[CH2:16][CH2:15]3)[NH:11][N:10]=2)[CH:5]=1, predict the reactants needed to synthesize it. The reactants are: Cl[C:2]1[N:7]=[C:6]([NH:8][C:9]2[CH:13]=[C:12]([CH:14]3[CH2:16][CH2:15]3)[NH:11][N:10]=2)[CH:5]=[C:4]([Cl:17])[N:3]=1.C(N(C(C)C)CC)(C)C.[C:27]1([C:33]2[CH:37]=[C:36]([CH2:38][NH2:39])[O:35][N:34]=2)[CH:32]=[CH:31][CH:30]=[CH:29][CH:28]=1. (7) Given the product [CH3:1][C:2]1[CH:7]=[CH:6][N:5]=[CH:4][C:3]=1[C:8]1[CH:9]=[C:10]2[C:15](=[CH:16][CH:17]=1)[N:14]=[C:13]([NH:18][CH2:27][CH2:26][CH2:25][CH2:24][N:19]1[CH2:23][CH2:22][CH2:21][CH2:20]1)[N:12]=[CH:11]2, predict the reactants needed to synthesize it. The reactants are: [CH3:1][C:2]1[CH:7]=[CH:6][N:5]=[CH:4][C:3]=1[C:8]1[CH:9]=[C:10]2[C:15](=[CH:16][CH:17]=1)[N:14]=[C:13]([NH2:18])[N:12]=[CH:11]2.[N:19]1([CH2:24][CH2:25][CH2:26][CH2:27]N)[CH2:23][CH2:22][CH2:21][CH2:20]1.O.C1(C)C=CC(S(O)(=O)=O)=CC=1.[OH-].[Na+].